Dataset: Full USPTO retrosynthesis dataset with 1.9M reactions from patents (1976-2016). Task: Predict the reactants needed to synthesize the given product. (1) Given the product [F:23][C:24]1[C:25]([C:2]2[C:3]3[CH2:16][CH2:15][N:14]([C:17]4[CH:22]=[CH:21][N:20]=[CH:19][CH:18]=4)[C:4]=3[N:5]=[C:6]([N:8]3[CH2:13][CH2:12][O:11][CH2:10][CH2:9]3)[N:7]=2)=[CH:26][CH:27]=[C:28]([F:32])[C:29]=1[CH:30]=[O:31], predict the reactants needed to synthesize it. The reactants are: Cl[C:2]1[C:3]2[CH2:16][CH2:15][N:14]([C:17]3[CH:22]=[CH:21][N:20]=[CH:19][CH:18]=3)[C:4]=2[N:5]=[C:6]([N:8]2[CH2:13][CH2:12][O:11][CH2:10][CH2:9]2)[N:7]=1.[F:23][C:24]1[C:29]([CH:30]=[O:31])=[C:28]([F:32])[CH:27]=[CH:26][C:25]=1B(O)O.B(O)O. (2) Given the product [CH3:1][O:2][C:3](=[O:31])[CH2:4][CH2:5][C:6]1[C:11]([CH2:12][N:13]([C:22]([O:24][C:25]([CH3:26])([CH3:27])[CH3:28])=[O:23])[C:14]2[CH:19]=[CH:18][C:17]([C:20]#[N:21])=[CH:16][CH:15]=2)=[CH:10][N:9]=[C:8]([CH3:29])[C:7]=1[O:30][CH2:33][C:34]1[CH:39]=[CH:38][CH:37]=[C:36]([C:40]#[N:41])[CH:35]=1, predict the reactants needed to synthesize it. The reactants are: [CH3:1][O:2][C:3](=[O:31])[CH2:4][CH2:5][C:6]1[C:11]([CH2:12][N:13]([C:22]([O:24][C:25]([CH3:28])([CH3:27])[CH3:26])=[O:23])[C:14]2[CH:19]=[CH:18][C:17]([C:20]#[N:21])=[CH:16][CH:15]=2)=[CH:10][N:9]=[C:8]([CH3:29])[C:7]=1[OH:30].Br[CH2:33][C:34]1[CH:39]=[CH:38][CH:37]=[C:36]([C:40]#[N:41])[CH:35]=1. (3) Given the product [C:1]([O:5][C:6](=[O:37])[CH2:7][CH2:8][N:9]([C:10]([O:12][C:13]([CH3:16])([CH3:15])[CH3:14])=[O:11])[CH2:17][C:18]([N:20]1[C:28]2[C:23](=[CH:24][C:25]([OH:29])=[CH:26][CH:27]=2)[CH2:22][CH2:21]1)=[O:19])([CH3:4])([CH3:3])[CH3:2], predict the reactants needed to synthesize it. The reactants are: [C:1]([O:5][C:6](=[O:37])[CH2:7][CH2:8][N:9]([CH2:17][C:18]([N:20]1[C:28]2[C:23](=[CH:24][C:25]([O:29]CC3C=CC=CC=3)=[CH:26][CH:27]=2)[CH2:22][CH2:21]1)=[O:19])[C:10]([O:12][C:13]([CH3:16])([CH3:15])[CH3:14])=[O:11])([CH3:4])([CH3:3])[CH3:2]. (4) Given the product [OH:1][C:2]1[C:3]([CH3:40])=[C:4]([CH:37]=[CH:38][CH:39]=1)[O:5][C:6]1[C:15]([C:14]([NH:13][CH2:17][C:18]2[CH:19]=[CH:20][C:21]([O:24][CH3:25])=[CH:22][CH:23]=2)=[O:16])=[C:10]([NH:11][C:27]2[CH:32]=[CH:31][C:30]([I:33])=[CH:29][C:28]=2[F:34])[N:9]([CH3:35])[C:8](=[O:36])[CH:7]=1, predict the reactants needed to synthesize it. The reactants are: [OH:1][C:2]1[C:3]([CH3:40])=[C:4]([CH:37]=[CH:38][CH:39]=1)[O:5][C:6]1[C:15]2[C:14](=[O:16])[N:13]([CH2:17][C:18]3[CH:23]=[CH:22][C:21]([O:24][CH3:25])=[CH:20][CH:19]=3)C(=O)[N:11]([C:27]3[CH:32]=[CH:31][C:30]([I:33])=[CH:29][C:28]=3[F:34])[C:10]=2[N:9]([CH3:35])[C:8](=[O:36])[CH:7]=1.[OH-].[Li+].C(OCC)(=O)C. (5) Given the product [NH2:10][CH2:11][C:12]([NH:13][C@H:14]1[CH2:19][CH2:18][C@@H:17]([N:20]([CH:22]([CH3:24])[CH3:23])[CH3:21])[CH2:16][CH2:15]1)=[O:25], predict the reactants needed to synthesize it. The reactants are: C(OC(=O)[NH:10][CH2:11][C:12](=[O:25])[NH:13][C@H:14]1[CH2:19][CH2:18][C@@H:17]([N:20]([CH:22]([CH3:24])[CH3:23])[CH3:21])[CH2:16][CH2:15]1)C1C=CC=CC=1. (6) Given the product [NH2:24][C:23]1[C:18]2[CH:17]=[C:16]3[C:21](=[CH:20][C:19]=2[O:28][N:29]=1)[N:13]([C:4]1[CH:5]=[N:6][C:7]([O:8][CH2:9][CH:10]([CH3:12])[CH3:11])=[C:2]([Cl:1])[CH:3]=1)[C:14](=[O:27])[C:15]3([CH3:26])[CH3:25], predict the reactants needed to synthesize it. The reactants are: [Cl:1][C:2]1[CH:3]=[C:4]([N:13]2[C:21]3[C:16](=[CH:17][C:18]([C:23]#[N:24])=[C:19](F)[CH:20]=3)[C:15]([CH3:26])([CH3:25])[C:14]2=[O:27])[CH:5]=[N:6][C:7]=1[O:8][CH2:9][CH:10]([CH3:12])[CH3:11].[OH:28][NH:29]C(=O)C.CC([O-])(C)C.[K+].